This data is from Forward reaction prediction with 1.9M reactions from USPTO patents (1976-2016). The task is: Predict the product of the given reaction. (1) Given the reactants CC1(C)C(C)(C)OB([C:9]2[CH:14]=[CH:13][C:12]([S:15]([C:18]3[CH:23]=[CH:22][CH:21]=[CH:20][CH:19]=3)(=[O:17])=[O:16])=[CH:11][CH:10]=2)O1.Br[C:26]1[CH:31]=[CH:30][C:29]([Br:32])=[CH:28][N:27]=1.C(=O)([O-])[O-].[K+].[K+].COCCOC, predict the reaction product. The product is: [Br:32][C:29]1[CH:30]=[CH:31][C:26]([C:9]2[CH:10]=[CH:11][C:12]([S:15]([C:18]3[CH:19]=[CH:20][CH:21]=[CH:22][CH:23]=3)(=[O:16])=[O:17])=[CH:13][CH:14]=2)=[N:27][CH:28]=1. (2) Given the reactants [CH2:1]([NH:3][CH2:4][CH2:5][NH:6][CH2:7][CH3:8])[CH3:2].[C:9](O[C:9]([O:11][C:12]([CH3:15])([CH3:14])[CH3:13])=[O:10])([O:11][C:12]([CH3:15])([CH3:14])[CH3:13])=[O:10], predict the reaction product. The product is: [C:12]([O:11][C:9](=[O:10])[N:3]([CH2:1][CH3:2])[CH2:4][CH2:5][NH:6][CH2:7][CH3:8])([CH3:15])([CH3:14])[CH3:13].